This data is from Full USPTO retrosynthesis dataset with 1.9M reactions from patents (1976-2016). The task is: Predict the reactants needed to synthesize the given product. Given the product [F:20][C:19]1[C:10]([C:8]2[NH:7][C:6]3[C:27]4([CH2:28][CH2:29]4)[NH:30][C:2](=[O:3])[C:5]=3[CH:9]=2)=[C:11]2[C:16](=[CH:17][CH:18]=1)[N:15]=[C:14]([CH3:21])[C:13]([NH:22][C:23]1([CH3:26])[CH2:25][CH2:24]1)=[N:12]2, predict the reactants needed to synthesize it. The reactants are: [Cl-].[C:2]([C:5]1[CH:9]=[C:8]([C:10]2[C:19]([F:20])=[CH:18][CH:17]=[C:16]3[C:11]=2[N:12]=[C:13]([NH:22][C:23]2([CH3:26])[CH2:25][CH2:24]2)[C:14]([CH3:21])=[N:15]3)[NH:7][C:6]=1[C:27]1([NH3+:30])[CH2:29][CH2:28]1)(O)=[O:3].CN(C=O)C.CCN(C(C)C)C(C)C.F[P-](F)(F)(F)(F)F.N1(O[P+](N2CCCC2)(N2CCCC2)N2CCCC2)C2C=CC=CC=2N=N1.